This data is from Forward reaction prediction with 1.9M reactions from USPTO patents (1976-2016). The task is: Predict the product of the given reaction. (1) Given the reactants [Cl:1][C:2]([Cl:7])([Cl:6])[CH:3](O)[OH:4].[CH:8]1([C:14]([NH2:16])=[O:15])[CH2:13][CH2:12][CH2:11][CH2:10][CH2:9]1, predict the reaction product. The product is: [CH:8]1([C:14]([NH:16][CH:3]([OH:4])[C:2]([Cl:7])([Cl:6])[Cl:1])=[O:15])[CH2:13][CH2:12][CH2:11][CH2:10][CH2:9]1. (2) Given the reactants [C:1]([C:7]1[CH:15]=[CH:14][C:10]([C:11]([OH:13])=O)=[CH:9][CH:8]=1)(=[O:6])[C:2]([CH3:5])([CH3:4])[CH3:3].Cl.[NH2:17][CH2:18][CH2:19][C:20]([O:22][CH2:23][CH3:24])=[O:21].C1C=NC2N(O)N=NC=2C=1.CCN=C=NCCCN(C)C.Cl, predict the reaction product. The product is: [C:1]([C:7]1[CH:8]=[CH:9][C:10]([C:11]([NH:17][CH2:18][CH2:19][C:20]([O:22][CH2:23][CH3:24])=[O:21])=[O:13])=[CH:14][CH:15]=1)(=[O:6])[C:2]([CH3:3])([CH3:4])[CH3:5]. (3) Given the reactants Cl[C:2]1[C:3]2[C:10]([C:11]3[CH:16]=[CH:15][C:14]([O:17][CH3:18])=[CH:13][CH:12]=3)=[C:9]([C:19]3[CH:24]=[CH:23][CH:22]=[CH:21][CH:20]=3)[O:8][C:4]=2[N:5]=[CH:6][N:7]=1.ClC1C2C(C3C=CC(CC)=CC=3)=C(C3C=CC=CC=3)OC=2N=CN=1.[CH2:49]([OH:53])[C@@H:50]([OH:52])[CH3:51].C(O)[C@H](O)C, predict the reaction product. The product is: [CH3:18][O:17][C:14]1[CH:15]=[CH:16][C:11]([C:10]2[C:3]3[C:2]([O:52][C@H:50]([CH3:51])[CH2:49][OH:53])=[N:7][CH:6]=[N:5][C:4]=3[O:8][C:9]=2[C:19]2[CH:24]=[CH:23][CH:22]=[CH:21][CH:20]=2)=[CH:12][CH:13]=1. (4) Given the reactants [Br:1][C:2]1[C:3]([C:13]#[C:14][Si](C)(C)C)=[C:4]([CH:6]=[C:7]([C:9]([F:12])([F:11])[F:10])[CH:8]=1)[NH2:5].C(=O)([O-])[O-].[K+].[K+], predict the reaction product. The product is: [Br:1][C:2]1[C:3]([C:13]#[CH:14])=[C:4]([CH:6]=[C:7]([C:9]([F:10])([F:11])[F:12])[CH:8]=1)[NH2:5].